Task: Regression. Given a peptide amino acid sequence and an MHC pseudo amino acid sequence, predict their binding affinity value. This is MHC class I binding data.. Dataset: Peptide-MHC class I binding affinity with 185,985 pairs from IEDB/IMGT (1) The binding affinity (normalized) is 1.00. The peptide sequence is WTFTPTTPL. The MHC is HLA-C03:03 with pseudo-sequence HLA-C03:03. (2) The peptide sequence is NTAIFDMLY. The MHC is HLA-B15:09 with pseudo-sequence HLA-B15:09. The binding affinity (normalized) is 0.0847. (3) The peptide sequence is SMASLKSLY. The MHC is HLA-A11:01 with pseudo-sequence HLA-A11:01. The binding affinity (normalized) is 0.663.